This data is from TCR-epitope binding with 47,182 pairs between 192 epitopes and 23,139 TCRs. The task is: Binary Classification. Given a T-cell receptor sequence (or CDR3 region) and an epitope sequence, predict whether binding occurs between them. (1) The epitope is GMFNMLSTVLGVS. The TCR CDR3 sequence is CASSLGNQPQHF. Result: 0 (the TCR does not bind to the epitope). (2) The epitope is TLVPQEHYV. The TCR CDR3 sequence is CASSPPGQGVSEQYF. Result: 1 (the TCR binds to the epitope). (3) The TCR CDR3 sequence is CASSLSGGGFSPLHF. Result: 0 (the TCR does not bind to the epitope). The epitope is QVPLRPMTYK. (4) The epitope is ALSKGVHFV. The TCR CDR3 sequence is CASSYSMTSGSFSDLGAKNIQYF. Result: 0 (the TCR does not bind to the epitope). (5) The epitope is TVYDPLQPELDSFK. The TCR CDR3 sequence is CASSKGSGELFF. Result: 1 (the TCR binds to the epitope).